Dataset: HIV replication inhibition screening data with 41,000+ compounds from the AIDS Antiviral Screen. Task: Binary Classification. Given a drug SMILES string, predict its activity (active/inactive) in a high-throughput screening assay against a specified biological target. (1) The compound is O=C(O)c1cc(C=Cc2ccc(N=Nc3c(O)cc(O)cc3C(=O)O)c(C(=O)O)c2)ccc1N=Nc1c(O)cc(O)cc1C(=O)O.[NaH]. The result is 1 (active). (2) The molecule is Cc1nc2cc3c(cc2n2cccc12)oc1ccccc13. The result is 0 (inactive). (3) The compound is CCN(CC)CC(O)CN(CC(=O)Nc1c(C)cccc1C)CC(C)C. The result is 0 (inactive). (4) The drug is CC(CC(=O)Nc1cc(Cl)c(Cl)cc1Cl)=NNC(N)=O. The result is 0 (inactive). (5) The drug is CCCN(CCC)C(=O)c1nc(N)nc(-c2ccc(OC)cc2)c1-c1ccc(OC)cc1. The result is 0 (inactive). (6) The drug is COc1ccc(C2SC(=Cc3cccc([N+](=O)[O-])c3)C(=O)N2NC(=O)Cc2ccccc2)cc1. The result is 0 (inactive). (7) The molecule is COc1ccccc1NC(=O)C(=O)Cc1cnc2ccccc2n1. The result is 0 (inactive).